This data is from NCI-60 drug combinations with 297,098 pairs across 59 cell lines. The task is: Regression. Given two drug SMILES strings and cell line genomic features, predict the synergy score measuring deviation from expected non-interaction effect. (1) Drug 1: CC1=CC=C(C=C1)C2=CC(=NN2C3=CC=C(C=C3)S(=O)(=O)N)C(F)(F)F. Drug 2: C1=NC2=C(N1)C(=S)N=CN2. Cell line: SW-620. Synergy scores: CSS=17.9, Synergy_ZIP=-8.67, Synergy_Bliss=-0.309, Synergy_Loewe=-22.3, Synergy_HSA=-1.23. (2) Drug 1: CC1OCC2C(O1)C(C(C(O2)OC3C4COC(=O)C4C(C5=CC6=C(C=C35)OCO6)C7=CC(=C(C(=C7)OC)O)OC)O)O. Drug 2: C1CC(C1)(C(=O)O)C(=O)O.[NH2-].[NH2-].[Pt+2]. Cell line: NCI-H522. Synergy scores: CSS=39.1, Synergy_ZIP=-8.90, Synergy_Bliss=-1.40, Synergy_Loewe=2.08, Synergy_HSA=4.15. (3) Drug 1: CNC(=O)C1=CC=CC=C1SC2=CC3=C(C=C2)C(=NN3)C=CC4=CC=CC=N4. Drug 2: CN1C2=C(C=C(C=C2)N(CCCl)CCCl)N=C1CCCC(=O)O.Cl. Cell line: MDA-MB-231. Synergy scores: CSS=8.32, Synergy_ZIP=1.67, Synergy_Bliss=4.52, Synergy_Loewe=1.69, Synergy_HSA=1.22.